Dataset: Full USPTO retrosynthesis dataset with 1.9M reactions from patents (1976-2016). Task: Predict the reactants needed to synthesize the given product. Given the product [CH2:18]1[CH2:19][N:11]([CH2:10][CH2:9][P:4]([OH:5])([OH:8])=[O:3])[C:12]2=[C:13]([OH:21])[C:14](=[O:20])[C:15]2=[N:16][CH2:17]1, predict the reactants needed to synthesize it. The reactants are: C([O:3][P:4]([CH2:9][CH2:10][N:11]1[CH2:19][CH2:18][CH2:17][NH:16][C:15]2[C:14](=[O:20])[C:13](=[O:21])[C:12]1=2)(=[O:8])[O:5]CC)C.[I-].[Na+].C[Si](Cl)(C)C.O.